From a dataset of Forward reaction prediction with 1.9M reactions from USPTO patents (1976-2016). Predict the product of the given reaction. (1) Given the reactants [CH2:1]([C@H:8]([NH:33][C:34](=[O:40])[O:35][C:36]([CH3:39])([CH3:38])[CH3:37])[C@@H:9]([OH:32])[CH2:10][N:11](CC1C=CC=CC=1)[NH:12][C:13](=[O:24])[C@@H:14]([NH:19][C:20]([O:22][CH3:23])=[O:21])[C:15]([CH3:18])([CH3:17])[CH3:16])[C:2]1[CH:7]=[CH:6][CH:5]=[CH:4][CH:3]=1.Cl.[H][H], predict the reaction product. The product is: [CH2:1]([C@H:8]([NH:33][C:34](=[O:40])[O:35][C:36]([CH3:39])([CH3:38])[CH3:37])[C@@H:9]([OH:32])[CH2:10][NH:11][NH:12][C:13](=[O:24])[C@@H:14]([NH:19][C:20]([O:22][CH3:23])=[O:21])[C:15]([CH3:18])([CH3:17])[CH3:16])[C:2]1[CH:3]=[CH:4][CH:5]=[CH:6][CH:7]=1. (2) Given the reactants [Br:1][C:2]1[CH:7]=[C:6]([CH2:8][C:9]2[CH:14]=[CH:13][C:12]([O:15][CH2:16][CH3:17])=[CH:11][CH:10]=2)[CH:5]=[CH:4][C:3]=1[CH2:18][OH:19].CN1CCOCC1.[CH3:27][Si:28](Cl)([CH3:30])[CH3:29].CCOC(C)=O, predict the reaction product. The product is: [Br:1][C:2]1[CH:7]=[C:6]([CH2:8][C:9]2[CH:14]=[CH:13][C:12]([O:15][CH2:16][CH3:17])=[CH:11][CH:10]=2)[CH:5]=[CH:4][C:3]=1[CH2:18][O:19][Si:28]([CH3:30])([CH3:29])[CH3:27]. (3) Given the reactants [F:1][C:2]1[C:7]([C:8]([F:11])([F:10])[F:9])=[CH:6][CH:5]=[CH:4][C:3]=1[C:12]1[N:13]=[C:14]([NH:17][C:18](=[O:26])[C:19]2[CH:24]=[CH:23][C:22](I)=[CH:21][CH:20]=2)[S:15][CH:16]=1.[S:27]1[CH:31]=[N:30][N:29]=[C:28]1[NH2:32], predict the reaction product. The product is: [S:27]1[CH:31]=[N:30][N:29]=[C:28]1[NH:32][C:22]1[CH:23]=[CH:24][C:19]([C:18]([NH:17][C:14]2[S:15][CH:16]=[C:12]([C:3]3[CH:4]=[CH:5][CH:6]=[C:7]([C:8]([F:11])([F:10])[F:9])[C:2]=3[F:1])[N:13]=2)=[O:26])=[CH:20][CH:21]=1. (4) Given the reactants [NH2:1][C@@H:2]1[CH2:7][CH2:6][C@H:5]([C:8]([OH:10])=[O:9])[CH2:4][CH2:3]1.[C:11](=[O:14])([O-])[O-:12].[Na+].[Na+].C(O)(=O)[CH2:18][C:19]([CH2:24]C(O)=O)([C:21](O)=O)O, predict the reaction product. The product is: [CH3:18][C:19]([CH3:24])([O:12][C:11]([NH:1][C@@H:2]1[CH2:7][CH2:6][C@H:5]([C:8]([OH:10])=[O:9])[CH2:4][CH2:3]1)=[O:14])[CH3:21]. (5) The product is: [N:3]1([CH:9]2[CH2:14][CH2:13][N:12]([CH2:15][CH:16]([C:18]3[CH:23]=[CH:22][C:21]([O:24][CH2:25][CH3:26])=[CH:20][CH:19]=3)[OH:17])[CH2:11][CH2:10]2)[CH2:4][CH2:5][CH2:6][CH2:7][CH2:8]1. Given the reactants [BH4-].[Na+].[N:3]1([CH:9]2[CH2:14][CH2:13][N:12]([CH2:15][C:16]([C:18]3[CH:23]=[CH:22][C:21]([O:24][CH2:25][CH3:26])=[CH:20][CH:19]=3)=[O:17])[CH2:11][CH2:10]2)[CH2:8][CH2:7][CH2:6][CH2:5][CH2:4]1, predict the reaction product. (6) Given the reactants [CH:1]1[C:13]2[CH:12]([CH2:14][O:15][C:16](=[O:42])[NH:17][C:18]3[CH:23]=[CH:22][C:21]([S:24][C:25]4[CH:30]=[CH:29][C:28]([C:31](=[O:40])[NH:32][C:33]5[CH:38]=[CH:37][C:36]([Br:39])=[CH:35][N:34]=5)=[CH:27][C:26]=4[NH2:41])=[CH:20][CH:19]=3)[C:11]3[C:6](=[CH:7][CH:8]=[CH:9][CH:10]=3)[C:5]=2[CH:4]=[CH:3][CH:2]=1.C([C:45]1[C:46]([N:54]=[CH:55][N:56]([CH3:58])C)=[N:47][C:48]([CH:51]([CH3:53])[CH3:52])=[CH:49][CH:50]=1)#N, predict the reaction product. The product is: [CH:1]1[C:13]2[CH:12]([CH2:14][O:15][C:16](=[O:42])[NH:17][C:18]3[CH:19]=[CH:20][C:21]([S:24][C:25]4[CH:30]=[CH:29][C:28]([C:31](=[O:40])[NH:32][C:33]5[CH:38]=[CH:37][C:36]([Br:39])=[CH:35][N:34]=5)=[CH:27][C:26]=4[NH:41][C:58]4[C:45]5[CH:50]=[CH:49][C:48]([CH:51]([CH3:52])[CH3:53])=[N:47][C:46]=5[N:54]=[CH:55][N:56]=4)=[CH:22][CH:23]=3)[C:11]3[C:6](=[CH:7][CH:8]=[CH:9][CH:10]=3)[C:5]=2[CH:4]=[CH:3][CH:2]=1. (7) Given the reactants [CH3:1][C:2]([C:9]1[CH:14]=[CH:13][C:12]([C:15](=[O:22])[C:16]2[CH:21]=[CH:20][CH:19]=[CH:18][CH:17]=2)=[CH:11][CH:10]=1)([CH3:8])[CH2:3][C:4]([O:6][CH3:7])=[O:5].[CH2:23](O)[CH2:24][OH:25].O.C1(C)C=CC(S(O)(=O)=O)=CC=1, predict the reaction product. The product is: [CH3:8][C:2]([C:9]1[CH:10]=[CH:11][C:12]([C:15]2([C:16]3[CH:17]=[CH:18][CH:19]=[CH:20][CH:21]=3)[O:25][CH2:24][CH2:23][O:22]2)=[CH:13][CH:14]=1)([CH3:1])[CH2:3][C:4]([O:6][CH3:7])=[O:5].